This data is from Forward reaction prediction with 1.9M reactions from USPTO patents (1976-2016). The task is: Predict the product of the given reaction. (1) Given the reactants C1C=C(Cl)C=C(C(OO)=O)C=1.CS[C:14]1[N:19]=[C:18]([N:20]2[C:29]3[C:24](=[CH:25][CH:26]=[C:27]([C:30]4[CH:35]=[CH:34][CH:33]=[CH:32][CH:31]=4)[N:28]=3)[CH2:23][CH2:22][CH2:21]2)[CH:17]=[CH:16][N:15]=1.[CH2:36]([NH2:44])[CH2:37][C:38]1[CH:43]=[CH:42][CH:41]=[CH:40][CH:39]=1, predict the reaction product. The product is: [CH2:36]([NH:44][C:14]1[N:19]=[C:18]([N:20]2[C:29]3[C:24](=[CH:25][CH:26]=[C:27]([C:30]4[CH:35]=[CH:34][CH:33]=[CH:32][CH:31]=4)[N:28]=3)[CH2:23][CH2:22][CH2:21]2)[CH:17]=[CH:16][N:15]=1)[CH2:37][C:38]1[CH:43]=[CH:42][CH:41]=[CH:40][CH:39]=1. (2) The product is: [CH:21]1([C:19]([N:16]2[CH2:17][CH2:18][C@@H:14]([CH2:13][N:12]3[CH:11]=[N:10][N:9]=[C:8]3[C:5]3[CH:6]=[CH:7][C:2]([C:28]4[CH:29]=[CH:30][C:31]([O:32][CH3:33])=[C:26]([CH3:25])[CH:27]=4)=[CH:3][C:4]=3[F:24])[CH2:15]2)=[O:20])[CH2:23][CH2:22]1. Given the reactants Br[C:2]1[CH:7]=[CH:6][C:5]([C:8]2[N:12]([CH2:13][C@@H:14]3[CH2:18][CH2:17][N:16]([C:19]([CH:21]4[CH2:23][CH2:22]4)=[O:20])[CH2:15]3)[CH:11]=[N:10][N:9]=2)=[C:4]([F:24])[CH:3]=1.[CH3:25][C:26]1[CH:27]=[C:28](B(O)O)[CH:29]=[CH:30][C:31]=1[O:32][CH3:33], predict the reaction product.